This data is from Catalyst prediction with 721,799 reactions and 888 catalyst types from USPTO. The task is: Predict which catalyst facilitates the given reaction. (1) Reactant: CS(O[CH:6]1[CH2:15][N:14]2[C:10](=[N:11][C:12]3[CH:19]=[CH:18][CH:17]=[C:16]([N:20]([CH2:23][CH3:24])[CH2:21][CH3:22])[C:13]=32)[N:9]([C:25]2[CH:30]=[CH:29][C:28]([Cl:31])=[CH:27][C:26]=2[Cl:32])[CH2:8][CH2:7]1)(=O)=O.[N-:33]=[N+:34]=[N-:35].[Na+].C(OCC)(=O)C. Product: [N:33]([CH:6]1[CH2:15][N:14]2[C:10](=[N:11][C:12]3[C:13]2=[C:16]([N:20]([CH2:23][CH3:24])[CH2:21][CH3:22])[CH:17]=[CH:18][CH:19]=3)[N:9]([C:25]2[CH:30]=[CH:29][C:28]([Cl:31])=[CH:27][C:26]=2[Cl:32])[CH2:8][CH2:7]1)=[N+:34]=[N-:35].[Cl:32][C:26]1[CH:27]=[C:28]([Cl:31])[CH:29]=[CH:30][C:25]=1[N:9]1[C:10]2=[N:11][C:12]3[C:13](=[C:16]([N:20]([CH2:23][CH3:24])[CH2:21][CH3:22])[CH:17]=[CH:18][CH:19]=3)[N:14]2[CH:15]=[CH:6][CH2:7][CH2:8]1. The catalyst class is: 9. (2) Reactant: [CH3:1][O:2][C:3](=[O:36])[CH2:4][N:5]1[C:10](=[O:11])[C:9](Cl)=[C:8]([C:13]2[CH:18]=[CH:17][C:16]([C:19]#[N:20])=[C:15]([F:21])[CH:14]=2)[N:7]=[C:6]1[N:22]1[CH2:27][CH2:26][CH:25]([NH:28][C:29]([O:31][C:32]([CH3:35])([CH3:34])[CH3:33])=[O:30])[CH2:24][CH2:23]1.[C:37]([O-:40])([O-])=O.[K+].[K+]. Product: [CH3:1][O:2][C:3](=[O:36])[CH2:4][N:5]1[C:10](=[O:11])[C:9]([C:13]2[CH:18]=[CH:17][C:16]([O:40][CH3:37])=[CH:15][CH:14]=2)=[C:8]([C:13]2[CH:18]=[CH:17][C:16]([C:19]#[N:20])=[C:15]([F:21])[CH:14]=2)[N:7]=[C:6]1[N:22]1[CH2:27][CH2:26][CH:25]([NH:28][C:29]([O:31][C:32]([CH3:35])([CH3:34])[CH3:33])=[O:30])[CH2:24][CH2:23]1. The catalyst class is: 18. (3) Reactant: Cl[C:2]1[CH:7]=[C:6]([Cl:8])[N:5]=[C:4]([O:9][CH3:10])[N:3]=1.[CH:11]1([CH2:21][NH2:22])[C:20]2[C:15](=[CH:16][CH:17]=[CH:18][CH:19]=2)[CH2:14][CH2:13][O:12]1.C([O-])(O)=O.[Na+]. Product: [Cl:8][C:6]1[N:5]=[C:4]([O:9][CH3:10])[N:3]=[C:2]([NH:22][CH2:21][CH:11]2[C:20]3[C:15](=[CH:16][CH:17]=[CH:18][CH:19]=3)[CH2:14][CH2:13][O:12]2)[CH:7]=1. The catalyst class is: 88. (4) Reactant: [O:1]1[CH2:6][CH2:5][N:4]([CH2:7][CH2:8][NH:9][C:10](=[O:47])[C@H:11]([CH:44]([CH3:46])[CH3:45])[CH2:12][C@H:13]([OH:43])[C@@H:14]([NH:35]C(OC(C)(C)C)=O)[CH2:15][C@@H:16]([CH:32]([CH3:34])[CH3:33])[CH2:17][C:18]2[CH:23]=[CH:22][C:21]([O:24][CH3:25])=[C:20]([O:26][CH2:27][CH2:28][CH2:29][O:30][CH3:31])[CH:19]=2)[CH2:3][CH2:2]1.[ClH:48]. Product: [ClH:48].[ClH:48].[O:1]1[CH2:6][CH2:5][N:4]([CH2:7][CH2:8][NH:9][C:10](=[O:47])[C@H:11]([CH:44]([CH3:46])[CH3:45])[CH2:12][C@H:13]([OH:43])[C@@H:14]([NH2:35])[CH2:15][C@@H:16]([CH:32]([CH3:33])[CH3:34])[CH2:17][C:18]2[CH:23]=[CH:22][C:21]([O:24][CH3:25])=[C:20]([O:26][CH2:27][CH2:28][CH2:29][O:30][CH3:31])[CH:19]=2)[CH2:3][CH2:2]1. The catalyst class is: 12. (5) Reactant: [O:1]1[CH2:6][CH2:5][O:4][CH2:3][CH:2]1[CH:7](/[N:9]=[C:10](\[CH3:23])/[CH:11]([C:16]1[CH:21]=[CH:20][CH:19]=[CH:18][C:17]=1Br)[C:12]([O:14][CH3:15])=[O:13])[CH3:8].CC(C)([O-])C.[Na+]. Product: [O:1]1[CH2:6][CH2:5][O:4][CH2:3][CH:2]1[CH:7]([N:9]1[C:21]2[C:16](=[CH:17][CH:18]=[CH:19][CH:20]=2)[C:11]([C:12]([O:14][CH3:15])=[O:13])=[C:10]1[CH3:23])[CH3:8]. The catalyst class is: 12. (6) Reactant: [N:1]1[CH:6]=[CH:5][CH:4]=[CH:3][C:2]=1[CH2:7][CH2:8]O.C1(P(C2C=CC=CC=2)C2C=CC=CC=2)C=CC=CC=1.C(Br)(Br)(Br)[Br:30]. Product: [Br:30][CH2:8][CH2:7][C:2]1[CH:3]=[CH:4][CH:5]=[CH:6][N:1]=1. The catalyst class is: 116. (7) Reactant: [N:1]1[C:10]2[CH2:9][CH2:8][CH2:7][CH2:6][C:5]=2[CH:4]=[C:3]([C:11]#[N:12])[CH:2]=1.B1([O-])O[O:14]1.O.O.O.O.[Na+]. Product: [C:11]([C:3]1[CH:2]=[N+:1]([O-:14])[C:10]2[CH2:9][CH2:8][CH2:7][CH2:6][C:5]=2[CH:4]=1)#[N:12]. The catalyst class is: 15.